This data is from Forward reaction prediction with 1.9M reactions from USPTO patents (1976-2016). The task is: Predict the product of the given reaction. Given the reactants [NH:1]1[CH:5]=[CH:4][N:3]=[CH:2]1.C(OCCC[Si](OC)(OC)OC)C1OC1.[SiH4].C1(C2NC=CN=2)C=CC=CC=1.[C:33]([OH:47])(=[O:46])[C:34]1[C:35](=[CH:39][C:40](=[CH:44][CH:45]=1)[C:41]([OH:43])=[O:42])[C:36]([OH:38])=[O:37], predict the reaction product. The product is: [C:33]([OH:47])(=[O:46])[C:34]1[C:35](=[CH:39][C:40](=[CH:44][CH:45]=1)[C:41]([OH:43])=[O:42])[C:36]([OH:38])=[O:37].[NH:1]1[CH:5]=[CH:4][N:3]=[CH:2]1.